The task is: Predict the reactants needed to synthesize the given product.. This data is from Full USPTO retrosynthesis dataset with 1.9M reactions from patents (1976-2016). (1) Given the product [Cl:1][C:2]1[CH:3]=[C:4]2[C:9](=[C:10]([F:12])[CH:11]=1)[O:8][C:7]([CH3:13])([CH3:14])[CH:6]=[C:5]2[CH2:15][N:16]1[CH2:29][CH2:30][N:31]2[C:32](=[O:33])[C:23]([N:21]3[CH:22]=[C:18]([CH3:17])[N:19]=[CH:20]3)=[CH:24][CH:25]=[C:26]2[C:27]1=[O:28], predict the reactants needed to synthesize it. The reactants are: [Cl:1][C:2]1[CH:3]=[C:4]2[C:9](=[C:10]([F:12])[CH:11]=1)[O:8][C:7]([CH3:14])([CH3:13])[CH:6]=[C:5]2[CH2:15][NH2:16].[CH3:17][C:18]1[N:19]=[CH:20][N:21]([C:23]2[C:32](=[O:33])[N:31]3[C:26]([C:27](=O)[O:28][CH2:29][CH2:30]3)=[CH:25][CH:24]=2)[CH:22]=1.N1CCCN2CCCN=C12.FC(F)(F)C(OCC)=O.[OH-].[Na+]. (2) Given the product [C:1]([O:5][C:6]([N:8]1[C:16]2[C:11](=[C:12]([O:21][CH2:22][O:23][CH3:24])[C:13]3[CH:20]=[CH:19][CH:18]=[CH:17][C:14]=3[CH:15]=2)[CH:10]([CH2:25][Cl:28])[CH2:9]1)=[O:7])([CH3:4])([CH3:3])[CH3:2], predict the reactants needed to synthesize it. The reactants are: [C:1]([O:5][C:6]([N:8]1[C:16]2[C:11](=[C:12]([O:21][CH2:22][O:23][CH3:24])[C:13]3[CH:20]=[CH:19][CH:18]=[CH:17][C:14]=3[CH:15]=2)[CH:10]([CH2:25]O)[CH2:9]1)=[O:7])([CH3:4])([CH3:3])[CH3:2].C(Cl)(Cl)(Cl)[Cl:28].C1C=CC(P(C2C=CC=CC=2)C2C=CC=CC=2)=CC=1. (3) Given the product [Cl:22][C:19]1[CH:20]=[CH:21][C:16]([O:15][C:10]2[CH:11]=[CH:12][C:13]([N:14]3[C:1](=[O:7])[CH2:2][CH2:3][C:4]3=[O:6])=[CH:8][CH:9]=2)=[CH:17][CH:18]=1, predict the reactants needed to synthesize it. The reactants are: [C:1]1(=[O:7])[O:6][C:4](=O)[CH2:3][CH2:2]1.[CH:8]1[C:13]([NH2:14])=[CH:12][CH:11]=[C:10]([O:15][C:16]2[CH:21]=[CH:20][C:19]([Cl:22])=[CH:18][CH:17]=2)[CH:9]=1.O=S(Cl)Cl. (4) Given the product [Br:5][C:6]1[C:7]([N+:1]([O-:4])=[O:2])=[CH:8][C:9]([Cl:13])=[C:10]([OH:12])[CH:11]=1, predict the reactants needed to synthesize it. The reactants are: [N+:1]([O-:4])(O)=[O:2].[Br:5][C:6]1[CH:7]=[CH:8][C:9]([Cl:13])=[C:10]([OH:12])[CH:11]=1. (5) Given the product [CH3:1][C:2]1[N:7]=[C:6]([C:8]2[NH:10][O:11][C:19](=[O:20])[N:9]=2)[CH:5]=[C:4]([C:12]2[CH:17]=[CH:16][CH:15]=[C:14]([CH3:18])[CH:13]=2)[N:3]=1, predict the reactants needed to synthesize it. The reactants are: [CH3:1][C:2]1[N:7]=[C:6]([C:8](=[N:10][OH:11])[NH2:9])[CH:5]=[C:4]([C:12]2[CH:17]=[CH:16][CH:15]=[C:14]([CH3:18])[CH:13]=2)[N:3]=1.[C:19](N1C=CN=C1)(N1C=CN=C1)=[O:20].N12CCCN=C1CCCCC2.Cl.